This data is from Choline transporter screen with 302,306 compounds. The task is: Binary Classification. Given a drug SMILES string, predict its activity (active/inactive) in a high-throughput screening assay against a specified biological target. (1) The compound is O(C(=O)N1CCN(CC1)c1ccc(cc1)CNC(=O)c1cc(OC)ccc1)C(C)(C)C. The result is 0 (inactive). (2) The compound is Clc1cc([N+]([O-])=O)c(Sc2c3ncccc3ccc2)cc1. The result is 0 (inactive). (3) The drug is Brc1cc(C(=O)/C=C\c2cc(OC)c(OC)cc2)c(O)cc1. The result is 0 (inactive).